From a dataset of Catalyst prediction with 721,799 reactions and 888 catalyst types from USPTO. Predict which catalyst facilitates the given reaction. (1) Reactant: [Cl:1][C:2]1[CH:3]=[C:4]([N:9]2[CH2:14][CH2:13][NH:12][CH2:11][CH2:10]2)[CH:5]=[CH:6][C:7]=1[Cl:8].[C:15]([NH:22][C@@H:23]1[CH2:28][CH2:27][CH2:26][C@H:25]([C:29](O)=[O:30])[CH2:24]1)([O:17][C:18]([CH3:21])([CH3:20])[CH3:19])=[O:16].C1C=CC2N(O)N=NC=2C=1.C(Cl)CCl. Product: [Cl:1][C:2]1[CH:3]=[C:4]([N:9]2[CH2:14][CH2:13][N:12]([C:29]([C@@H:25]3[CH2:26][CH2:27][CH2:28][C@H:23]([NH:22][C:15](=[O:16])[O:17][C:18]([CH3:20])([CH3:19])[CH3:21])[CH2:24]3)=[O:30])[CH2:11][CH2:10]2)[CH:5]=[CH:6][C:7]=1[Cl:8]. The catalyst class is: 4. (2) Reactant: C1(P(C2C=CC=CC=2)C2C=CC=CC=2)C=CC=CC=1.[F:20][C:21]([F:49])([F:48])[C:22]1[C:26]([CH2:27]O)=[CH:25][N:24]([C:29]([C:42]2[CH:47]=[CH:46][CH:45]=[CH:44][CH:43]=2)([C:36]2[CH:41]=[CH:40][CH:39]=[CH:38][CH:37]=2)[C:30]2[CH:35]=[CH:34][CH:33]=[CH:32][CH:31]=2)[N:23]=1.C(Br)(Br)(Br)[Br:51]. Product: [Br:51][CH2:27][C:26]1[C:22]([C:21]([F:49])([F:48])[F:20])=[N:23][N:24]([C:29]([C:42]2[CH:47]=[CH:46][CH:45]=[CH:44][CH:43]=2)([C:36]2[CH:41]=[CH:40][CH:39]=[CH:38][CH:37]=2)[C:30]2[CH:35]=[CH:34][CH:33]=[CH:32][CH:31]=2)[CH:25]=1. The catalyst class is: 4.